Task: Predict the reactants needed to synthesize the given product.. Dataset: Full USPTO retrosynthesis dataset with 1.9M reactions from patents (1976-2016) Given the product [C:1]([N:4]1[C:13]2[C:8](=[CH:9][C:10]([C:14]([O:16][CH2:17][CH3:18])=[O:15])=[CH:11][CH:12]=2)[C@H:7]([NH:19][C:25]2[S:29][C:28]([C:30]#[N:31])=[CH:27][CH:26]=2)[C@@H:6]([CH3:20])[C@@H:5]1[CH:21]1[CH2:22][CH2:23]1)(=[O:3])[CH3:2], predict the reactants needed to synthesize it. The reactants are: [C:1]([N:4]1[C:13]2[C:8](=[CH:9][C:10]([C:14]([O:16][CH2:17][CH3:18])=[O:15])=[CH:11][CH:12]=2)[C@H:7]([NH2:19])[C@@H:6]([CH3:20])[C@@H:5]1[CH:21]1[CH2:23][CH2:22]1)(=[O:3])[CH3:2].Br[C:25]1[S:29][C:28]([C:30]#[N:31])=[CH:27][CH:26]=1.C(=O)([O-])[O-].[Cs+].[Cs+].